This data is from Full USPTO retrosynthesis dataset with 1.9M reactions from patents (1976-2016). The task is: Predict the reactants needed to synthesize the given product. Given the product [ClH:31].[CH:1]([C:3]1[CH:11]=[CH:10][CH:9]=[C:8]2[C:4]=1[CH2:5][N:6]([C:12]([O:14][C@@H:15]1[CH2:16][C@@H:17]([C:27]([O:29][CH3:30])=[O:28])[NH:18][CH2:19]1)=[O:13])[CH2:7]2)=[CH2:2], predict the reactants needed to synthesize it. The reactants are: [CH:1]([C:3]1[CH:11]=[CH:10][CH:9]=[C:8]2[C:4]=1[CH2:5][N:6]([C:12]([O:14][C@H:15]1[CH2:19][N:18](C(OC(C)(C)C)=O)[C@H:17]([C:27]([O:29][CH3:30])=[O:28])[CH2:16]1)=[O:13])[CH2:7]2)=[CH2:2].[ClH:31].